The task is: Regression. Given two drug SMILES strings and cell line genomic features, predict the synergy score measuring deviation from expected non-interaction effect.. This data is from NCI-60 drug combinations with 297,098 pairs across 59 cell lines. Drug 1: CN(C)C1=NC(=NC(=N1)N(C)C)N(C)C. Drug 2: CCC1=C2CN3C(=CC4=C(C3=O)COC(=O)C4(CC)O)C2=NC5=C1C=C(C=C5)O. Cell line: CCRF-CEM. Synergy scores: CSS=51.5, Synergy_ZIP=1.29, Synergy_Bliss=-1.03, Synergy_Loewe=-36.3, Synergy_HSA=-2.09.